From a dataset of Catalyst prediction with 721,799 reactions and 888 catalyst types from USPTO. Predict which catalyst facilitates the given reaction. (1) Reactant: [CH3:1][C:2]1[N:7]=[C:6]([CH2:8][N:9]2[C:18]3[C:13](=[CH:14][CH:15]=[CH:16][CH:17]=3)[C:12](=[O:19])[C:11]([C:20]([OH:22])=O)=[CH:10]2)[CH:5]=[CH:4][CH:3]=1.Cl.[CH3:24][NH:25][O:26][CH3:27].C(N(CC)CC)C.CCCP1(OP(CCC)(=O)OP(CCC)(=O)O1)=O. Product: [CH3:27][O:26][N:25]([CH3:24])[C:20]([C:11]1[C:12](=[O:19])[C:13]2[C:18](=[CH:17][CH:16]=[CH:15][CH:14]=2)[N:9]([CH2:8][C:6]2[CH:5]=[CH:4][CH:3]=[C:2]([CH3:1])[N:7]=2)[CH:10]=1)=[O:22]. The catalyst class is: 10. (2) Product: [F:1][C:2]1[CH:7]=[CH:6][CH:5]=[CH:4][C:3]=1[C@:8]12[CH2:17][C@H:16]([OH:18])[CH2:15][CH2:14][C@H:13]1[CH2:12][S:11][C:10]([N:19]([CH2:33][C:32]1[CH:35]=[CH:36][C:29]([O:28][CH3:27])=[CH:30][CH:31]=1)[C:20](=[O:26])[O:21][C:22]([CH3:23])([CH3:25])[CH3:24])=[N:9]2. Reactant: [F:1][C:2]1[CH:7]=[CH:6][CH:5]=[CH:4][C:3]=1[C@:8]12[CH2:17][C@H:16]([OH:18])[CH2:15][CH2:14][C@H:13]1[CH2:12][S:11][C:10]([NH:19][C:20](=[O:26])[O:21][C:22]([CH3:25])([CH3:24])[CH3:23])=[N:9]2.[CH3:27][O:28][C:29]1[CH:36]=[CH:35][C:32]([CH2:33]Cl)=[CH:31][CH:30]=1.C(=O)([O-])[O-].[K+].[K+].C(OCC)(=O)C. The catalyst class is: 18. (3) Reactant: [N+:1]([C:4]1[CH:12]=[CH:11][C:7]([C:8]([NH2:10])=[O:9])=[CH:6][C:5]=1[C:13]([NH:15][C:16]1[CH:21]=[CH:20][C:19]([Cl:22])=[CH:18][CH:17]=1)=[O:14])([O-])=O.[H][H]. Product: [NH2:1][C:4]1[CH:12]=[CH:11][C:7]([C:8]([NH2:10])=[O:9])=[CH:6][C:5]=1[C:13]([NH:15][C:16]1[CH:21]=[CH:20][C:19]([Cl:22])=[CH:18][CH:17]=1)=[O:14]. The catalyst class is: 663. (4) Reactant: [Br:1][C:2]1[C:8]([C:9]([F:12])([F:11])[F:10])=[CH:7][CH:6]=[CH:5][C:3]=1N.OS(O)(=O)=O.N([O-])=O.[Na+].[I-:22].[K+].II.[O-]S([O-])=O.[Na+].[Na+]. Product: [Br:1][C:2]1[C:8]([C:9]([F:12])([F:11])[F:10])=[CH:7][CH:6]=[CH:5][C:3]=1[I:22]. The catalyst class is: 6. (5) Reactant: Cl[C:2]1[CH:19]=[CH:18][C:5]([C:6]([NH:8][CH2:9][C:10]2[CH:15]=[CH:14][C:13]([C:16]#[N:17])=[CH:12][CH:11]=2)=[O:7])=[CH:4][N:3]=1.[NH2:20][NH2:21].O. Product: [C:16]([C:13]1[CH:14]=[CH:15][C:10]([CH2:9][NH:8][C:6](=[O:7])[C:5]2[CH:18]=[CH:19][C:2]([NH:20][NH2:21])=[N:3][CH:4]=2)=[CH:11][CH:12]=1)#[N:17]. The catalyst class is: 32.